Task: Predict the reactants needed to synthesize the given product.. Dataset: Full USPTO retrosynthesis dataset with 1.9M reactions from patents (1976-2016) (1) Given the product [I:1][C:2]1[CH:3]=[N:4][N:5]([CH3:9])[C:6]=1[C:7]1[N:10]=[N:11][NH:12][N:8]=1, predict the reactants needed to synthesize it. The reactants are: [I:1][C:2]1[CH:3]=[N:4][N:5]([CH3:9])[C:6]=1[C:7]#[N:8].[N-:10]=[N+:11]=[N-:12].[Na+].[Cl-].[NH4+].N([O-])=O.[Na+].OS(O)(=O)=O. (2) Given the product [NH2:12][C:10]1[CH:9]=[CH:8][C:3]([C:4]([O:6][CH3:7])=[O:5])=[C:2]([Cl:1])[CH:11]=1, predict the reactants needed to synthesize it. The reactants are: [Cl:1][C:2]1[CH:11]=[C:10]([N+:12]([O-])=O)[CH:9]=[CH:8][C:3]=1[C:4]([O:6][CH3:7])=[O:5].[Sn](Cl)Cl.